Dataset: Forward reaction prediction with 1.9M reactions from USPTO patents (1976-2016). Task: Predict the product of the given reaction. The product is: [CH3:1][C:2]1([CH3:9])[CH2:8][C@@H:7]([OH:6])[C@H:5]([NH:18][C@@H:16]([C:10]2[CH:15]=[CH:14][CH:13]=[CH:12][CH:11]=2)[CH3:17])[CH2:4][O:3]1.[CH3:1][C:2]1([CH3:9])[CH2:8][C@H:7]([OH:6])[C@@H:5]([NH:18][C@@H:16]([C:10]2[CH:15]=[CH:14][CH:13]=[CH:12][CH:11]=2)[CH3:17])[CH2:4][O:3]1. Given the reactants [CH3:1][C:2]1([CH3:9])[CH2:8][CH:7]2[CH:5]([O:6]2)[CH2:4][O:3]1.[C:10]1([C@H:16]([NH2:18])[CH3:17])[CH:15]=[CH:14][CH:13]=[CH:12][CH:11]=1, predict the reaction product.